From a dataset of Reaction yield outcomes from USPTO patents with 853,638 reactions. Predict the reaction yield, written as a fraction of the theoretical maximum amount of product (1.0 means a 100% yield; for example, 0.34 means a 34% yield). The reactants are [CH2:1]([N:8]([CH2:20][CH:21]=[O:22])[C:9]([CH:11]1[C:14]2[CH:15]=[C:16]([Cl:19])[CH:17]=[CH:18][C:13]=2[CH2:12]1)=[O:10])[C:2]1[CH:7]=[CH:6][CH:5]=[CH:4][CH:3]=1. The catalyst is BrC1C=CC=CC=1. The product is [CH2:1]([N:8]1[C:9](=[O:10])[C@H:11]2[C:14]3[CH:15]=[C:16]([Cl:19])[CH:17]=[CH:18][C:13]=3[CH2:12][O:22][C@H:21]2[CH2:20]1)[C:2]1[CH:7]=[CH:6][CH:5]=[CH:4][CH:3]=1. The yield is 0.640.